Predict the product of the given reaction. From a dataset of Forward reaction prediction with 1.9M reactions from USPTO patents (1976-2016). Given the reactants [CH:1]1([CH2:7][CH2:8][CH2:9][C@@H:10]([C:15]2[O:19][N:18]=[C:17]([C:20]([NH:22][CH2:23][CH2:24][CH3:25])=[O:21])[N:16]=2)[CH2:11][C:12](O)=[O:13])[CH2:6][CH2:5][CH2:4][CH2:3][CH2:2]1.C(N(CC)C(C)C)(C)C.F[P-](F)(F)(F)(F)F.[N:42]1([O:51]C(N(C)C)=[N+](C)C)C2N=CC=CC=2N=N1.Cl.NO, predict the reaction product. The product is: [CH:1]1([CH2:7][CH2:8][CH2:9][C@@H:10]([C:15]2[O:19][N:18]=[C:17]([C:20]([NH:22][CH2:23][CH2:24][CH3:25])=[O:21])[N:16]=2)[CH2:11][C:12]([NH:42][OH:51])=[O:13])[CH2:6][CH2:5][CH2:4][CH2:3][CH2:2]1.